Dataset: Reaction yield outcomes from USPTO patents with 853,638 reactions. Task: Predict the reaction yield, written as a fraction of the theoretical maximum amount of product (1.0 means a 100% yield; for example, 0.34 means a 34% yield). (1) The reactants are [CH:1]([O:4][C:5]1[CH:10]=[CH:9][C:8](B(O)O)=[CH:7][CH:6]=1)([CH3:3])[CH3:2].Br[C:15]1[C:20](=[O:21])[N:19]([CH2:22][C:23]2[CH:28]=[CH:27][C:26]([C:29]3[C:30]([C:35]#[N:36])=[CH:31][CH:32]=[CH:33][CH:34]=3)=[CH:25][CH:24]=2)[C:18]([CH2:37][CH2:38][CH2:39][CH3:40])=[N:17][C:16]=1[CH3:41]. The catalyst is O1CCOCC1.C(=O)([O-])[O-].[Cs+].[Cs+].C(OCC)(=O)C.C1C=CC(P(C2C=CC=CC=2)[C-]2C=CC=C2)=CC=1.C1C=CC(P(C2C=CC=CC=2)[C-]2C=CC=C2)=CC=1.Cl[Pd]Cl.[Fe+2]. The product is [CH2:37]([C:18]1[N:19]([CH2:22][C:23]2[CH:24]=[CH:25][C:26]([C:29]3[C:30]([C:35]#[N:36])=[CH:31][CH:32]=[CH:33][CH:34]=3)=[CH:27][CH:28]=2)[C:20](=[O:21])[C:15]([C:8]2[CH:9]=[CH:10][C:5]([O:4][CH:1]([CH3:3])[CH3:2])=[CH:6][CH:7]=2)=[C:16]([CH3:41])[N:17]=1)[CH2:38][CH2:39][CH3:40]. The yield is 0.990. (2) The reactants are CS(O[C@@H:6]1[C@@H:11]([CH3:12])[CH2:10][C@@H:9]([C:13]2[CH:18]=[CH:17][N:16]=[CH:15][C:14]=2[NH:19][C:20]([O:22][C:23]([CH3:26])([CH3:25])[CH3:24])=[O:21])[CH2:8][C@H:7]1[NH:27][C:28]([O:30][C:31]([CH3:34])([CH3:33])[CH3:32])=[O:29])(=O)=O.[C:35]([O-:38])(=[S:37])[CH3:36].[K+]. The catalyst is CN(C=O)C. The product is [C:35](=[O:38])([S:37][C@H:6]1[C@@H:11]([CH3:12])[CH2:10][C@@H:9]([C:13]2[CH:18]=[CH:17][N:16]=[CH:15][C:14]=2[NH:19][C:20]([O:22][C:23]([CH3:24])([CH3:25])[CH3:26])=[O:21])[CH2:8][C@H:7]1[NH:27][C:28]([O:30][C:31]([CH3:32])([CH3:34])[CH3:33])=[O:29])[CH3:36]. The yield is 0.870. (3) The reactants are C([O:8][N:9]1[C:15](=[O:16])[N:14]2[CH2:17][C@H:10]1[CH2:11][CH2:12][C@H:13]2[C:18]([NH:20][O:21][CH:22]1[CH2:27][CH2:26][O:25][CH2:24][CH2:23]1)=[O:19])C1C=CC=CC=1.[H][H]. The catalyst is CO.[Pd]. The product is [OH:8][N:9]1[C:15](=[O:16])[N:14]2[CH2:17][C@H:10]1[CH2:11][CH2:12][C@H:13]2[C:18]([NH:20][O:21][CH:22]1[CH2:27][CH2:26][O:25][CH2:24][CH2:23]1)=[O:19]. The yield is 0.990. (4) The reactants are [Cl:1][C:2]1[CH:7]=[CH:6][C:5]([NH2:8])=[CH:4][C:3]=1[C:9]1[O:10][C:11]2[CH:17]=[CH:16][C:15]([Cl:18])=[CH:14][C:12]=2[N:13]=1.[C:19](Cl)(=[O:22])[CH2:20][CH3:21]. The catalyst is O1CCCC1. The product is [Cl:1][C:2]1[CH:7]=[CH:6][C:5]([NH:8][C:19](=[O:22])[CH2:20][CH3:21])=[CH:4][C:3]=1[C:9]1[O:10][C:11]2[CH:17]=[CH:16][C:15]([Cl:18])=[CH:14][C:12]=2[N:13]=1. The yield is 0.400. (5) The reactants are F[C:2]1[C:3]([C:20]2[CH:25]=[CH:24][CH:23]=[CH:22][CH:21]=2)=[C:4]([CH3:19])[C:5]([C:17]#[N:18])=[C:6]2[C:10]=1[O:9][C:8]([N:11]1[CH2:16][CH2:15][CH2:14][CH2:13][CH2:12]1)=[N:7]2.C(N(CC)CC)C.[CH3:33][N:34]([CH3:40])[C@H:35]1[CH2:39][CH2:38][NH:37][CH2:36]1. The catalyst is CS(C)=O.ClCCl. The product is [CH3:33][N:34]([CH3:40])[C@H:35]1[CH2:39][CH2:38][N:37]([C:2]2[C:3]([C:20]3[CH:25]=[CH:24][CH:23]=[CH:22][CH:21]=3)=[C:4]([CH3:19])[C:5]([C:17]#[N:18])=[C:6]3[C:10]=2[O:9][C:8]([N:11]2[CH2:16][CH2:15][CH2:14][CH2:13][CH2:12]2)=[N:7]3)[CH2:36]1. The yield is 0.440.